From a dataset of Retrosynthesis with 50K atom-mapped reactions and 10 reaction types from USPTO. Predict the reactants needed to synthesize the given product. Given the product CN(C)c1cc(Cl)nc(Cl)n1, predict the reactants needed to synthesize it. The reactants are: CNC.Clc1cc(Cl)nc(Cl)n1.